The task is: Predict the reactants needed to synthesize the given product.. This data is from Full USPTO retrosynthesis dataset with 1.9M reactions from patents (1976-2016). (1) Given the product [Br:15][C:13]1[CH:12]=[CH:11][C:5]2[O:6][CH:7]=[C:1]([CH3:2])[C:4]=2[CH:14]=1, predict the reactants needed to synthesize it. The reactants are: [C:1]([C:4]1[CH:14]=[C:13]([Br:15])[CH:12]=[CH:11][C:5]=1[O:6][CH2:7]C(O)=O)(=O)[CH3:2].CC([O-])=O.[Na+].[OH-].[Na+]. (2) Given the product [NH2:1][C:2]1[CH:7]=[C:6]([F:8])[C:5]([C:42]2[CH:41]=[CH:40][N:39]=[CH:38][C:37]=2[F:36])=[N:4][C:3]=1[C:10]([NH:12][C:13]1[CH:14]=[N:15][CH:16]=[CH:17][C:18]=1[C@@H:19]1[CH2:24][CH2:23][CH2:22][C@H:21]([NH2:25])[CH2:20]1)=[O:11], predict the reactants needed to synthesize it. The reactants are: [NH2:1][C:2]1[C:3]([C:10]([NH:12][C:13]2[CH:14]=[N:15][CH:16]=[CH:17][C:18]=2[C@@H:19]2[CH2:24][CH2:23][CH2:22][C@H:21]([N:25]3C(=O)C4C(=CC=CC=4)C3=O)[CH2:20]2)=[O:11])=[N:4][C:5](Br)=[C:6]([F:8])[CH:7]=1.[F:36][C:37]1[CH:38]=[N:39][CH:40]=[CH:41][C:42]=1B(O)O.C(N(CC)CC)C. (3) Given the product [O:24]=[C:10]1[C:9]2[O:25][C:6]([CH:4]=[O:3])=[CH:7][C:8]=2[C:17]2[CH:16]=[CH:15][CH:14]=[C:13]([N:18]3[CH2:19][CH2:20][CH2:21][CH2:22][CH2:23]3)[C:12]=2[NH:11]1, predict the reactants needed to synthesize it. The reactants are: C([O:3][C:4]([C:6]1[O:25][C:9]2[C:10](=[O:24])[NH:11][C:12]3[C:13]([N:18]4[CH2:23][CH2:22][CH2:21][CH2:20][CH2:19]4)=[CH:14][CH:15]=[CH:16][C:17]=3[C:8]=2[CH:7]=1)=O)C.[H-].C([Al+]CC(C)C)C(C)C.